Dataset: Forward reaction prediction with 1.9M reactions from USPTO patents (1976-2016). Task: Predict the product of the given reaction. (1) Given the reactants [O:1]1[CH2:6][CH2:5][CH2:4][CH2:3][CH:2]1[O:7][CH2:8][CH2:9][CH2:10][CH2:11][CH2:12][OH:13].[H-].[Na+].[Br:16][CH2:17][CH2:18][CH2:19][CH2:20]Br.O, predict the reaction product. The product is: [Br:16][CH2:17][CH2:18][CH2:19][CH2:20][O:13][CH2:12][CH2:11][CH2:10][CH2:9][CH2:8][O:7][CH:2]1[CH2:3][CH2:4][CH2:5][CH2:6][O:1]1. (2) Given the reactants [CH3:1][C:2]1[CH:3]=[C:4]([NH:15][C:16]2[C:25]3[C:20](=[CH:21][CH:22]=[C:23]([CH:26]=[CH:27][CH2:28]O)[CH:24]=3)[N:19]=[CH:18][N:17]=2)[CH:5]=[CH:6][C:7]=1[O:8][C:9]1[CH:10]=[N:11][CH:12]=[CH:13][CH:14]=1.S(Cl)([Cl:32])=O, predict the reaction product. The product is: [Cl:32][CH2:28][CH:27]=[CH:26][C:23]1[CH:24]=[C:25]2[C:20](=[CH:21][CH:22]=1)[N:19]=[CH:18][N:17]=[C:16]2[NH:15][C:4]1[CH:5]=[CH:6][C:7]([O:8][C:9]2[CH:10]=[N:11][CH:12]=[CH:13][CH:14]=2)=[C:2]([CH3:1])[CH:3]=1. (3) Given the reactants C[O:2][CH:3](OC)[C:4]1[CH:5]=[CH:6][C:7]([F:19])=[C:8]([C:10]([C:12]2[CH:17]=[CH:16][CH:15]=[C:14]([F:18])[CH:13]=2)=[O:11])[CH:9]=1.Cl.C(=O)([O-])O.[Na+], predict the reaction product. The product is: [F:19][C:7]1[CH:6]=[CH:5][C:4]([CH:3]=[O:2])=[CH:9][C:8]=1[C:10](=[O:11])[C:12]1[CH:17]=[CH:16][CH:15]=[C:14]([F:18])[CH:13]=1.